This data is from Catalyst prediction with 721,799 reactions and 888 catalyst types from USPTO. The task is: Predict which catalyst facilitates the given reaction. (1) Reactant: [Cl:1][C:2]1[CH:3]=[C:4]2[C:8](=[CH:9][CH:10]=1)[NH:7][C:6]([C:11]([NH:13][NH:14][C:15](=[O:23])[C:16]1[CH:21]=[CH:20][CH:19]=[CH:18][C:17]=1[NH2:22])=[O:12])=[CH:5]2.[C:24](=O)([O-])[OH:25].[Na+].C1COCC1.ClC(Cl)(OC(=O)OC(Cl)(Cl)Cl)Cl. Product: [O:25]=[C:24]1[N:14]([NH:13][C:11]([C:6]2[NH:7][C:8]3[C:4]([CH:5]=2)=[CH:3][C:2]([Cl:1])=[CH:10][CH:9]=3)=[O:12])[C:15](=[O:23])[C:16]2[C:17](=[CH:18][CH:19]=[CH:20][CH:21]=2)[NH:22]1. The catalyst class is: 146. (2) Reactant: C([O:4][C@@H:5]1[C@@H:17]([O:18]C(=O)C)[C@H:16]([O:22]C(=O)C)[C@@H:15]([CH2:26][O:27]C(=O)C)[O:14][C@H:6]1[S:7][C:8]1[CH:13]=[CH:12][CH:11]=[CH:10][CH:9]=1)(=O)C.C[O-].[Na+]. Product: [CH:11]1[CH:10]=[CH:9][C:8]([S:7][C@@H:6]2[O:14][C@H:15]([CH2:26][OH:27])[C@@H:16]([OH:22])[C@H:17]([OH:18])[C@H:5]2[OH:4])=[CH:13][CH:12]=1. The catalyst class is: 100. (3) Reactant: [CH3:1][C:2]([O:5][C@H:6]([CH3:32])[C@@H:7]([C:28]([O:30][CH3:31])=[O:29])[NH:8][C:9]([C:11]1[CH:16]=[CH:15][C:14]([C:17]2[CH:18]=[N:19][C:20]([O:23][CH3:24])=[CH:21][CH:22]=2)=[CH:13][C:12]=1[N+:25]([O-])=O)=[O:10])([CH3:4])[CH3:3]. Product: [NH2:25][C:12]1[CH:13]=[C:14]([C:17]2[CH:18]=[N:19][C:20]([O:23][CH3:24])=[CH:21][CH:22]=2)[CH:15]=[CH:16][C:11]=1[C:9]([NH:8][C@H:7]([C:28]([O:30][CH3:31])=[O:29])[C@@H:6]([CH3:32])[O:5][C:2]([CH3:3])([CH3:4])[CH3:1])=[O:10]. The catalyst class is: 19.